Task: Predict which catalyst facilitates the given reaction.. Dataset: Catalyst prediction with 721,799 reactions and 888 catalyst types from USPTO Reactant: Cl.[CH2:2]1[C:10]2[C:5](=[CH:6][CH:7]=[CH:8][CH:9]=2)[CH2:4][CH:3]1[C@H:11]1[NH:16][C:15](=[O:17])[C@@H:14]([C@@H:18]([CH3:21])[CH2:19][CH3:20])[N:13]([CH:22]([C:26]2[C:27]([CH3:33])=[N:28][C:29]([CH3:32])=[CH:30][CH:31]=2)[C:23](O)=[O:24])[C:12]1=[O:34].[NH:35]1[CH2:40][CH2:39][O:38][CH2:37][CH2:36]1. Product: [CH2:2]1[C:10]2[C:5](=[CH:6][CH:7]=[CH:8][CH:9]=2)[CH2:4][CH:3]1[C@H:11]1[NH:16][C:15](=[O:17])[C@@H:14]([C@@H:18]([CH3:21])[CH2:19][CH3:20])[N:13]([C@H:22]([C:26]2[C:27]([CH3:33])=[N:28][C:29]([CH3:32])=[CH:30][CH:31]=2)[C:23]([N:35]2[CH2:40][CH2:39][O:38][CH2:37][CH2:36]2)=[O:24])[C:12]1=[O:34]. The catalyst class is: 4.